This data is from Full USPTO retrosynthesis dataset with 1.9M reactions from patents (1976-2016). The task is: Predict the reactants needed to synthesize the given product. (1) Given the product [CH3:25][N:26]1[CH:30]=[C:29]([C:2]2[CH:7]=[C:6]([O:8][C:9]3[N:10]=[CH:11][C:12]([NH:15][C:16](=[O:18])[CH3:17])=[N:13][CH:14]=3)[CH:5]=[CH:4][N:3]=2)[CH:28]=[N:27]1, predict the reactants needed to synthesize it. The reactants are: Cl[C:2]1[CH:7]=[C:6]([O:8][C:9]2[N:10]=[CH:11][C:12]([NH:15][C:16](=[O:18])[CH3:17])=[N:13][CH:14]=2)[CH:5]=[CH:4][N:3]=1.C([O-])([O-])=O.[K+].[K+].[CH3:25][N:26]1[CH:30]=[C:29](B2OC(C)(C)C(C)(C)O2)[CH:28]=[N:27]1. (2) Given the product [CH3:1][N:2]1[C:7](=[O:8])[CH:6]=[C:5]([C:9]2[CH:14]=[CH:13][N:12]=[CH:11][CH:10]=2)[N:4]=[C:3]1[CH:15]1[CH2:20][CH2:19][N:18]([CH3:21])[CH2:17][CH2:16]1, predict the reactants needed to synthesize it. The reactants are: [CH3:1][N:2]1[C:7](=[O:8])[CH:6]=[C:5]([C:9]2[CH:14]=[CH:13][N:12]=[CH:11][CH:10]=2)[N:4]=[C:3]1[CH:15]1[CH2:20][CH2:19][NH:18][CH2:17][CH2:16]1.[C:21](O[BH-](OC(=O)C)OC(=O)C)(=O)C.[Na+].C=O.